From a dataset of NCI-60 drug combinations with 297,098 pairs across 59 cell lines. Regression. Given two drug SMILES strings and cell line genomic features, predict the synergy score measuring deviation from expected non-interaction effect. Drug 1: CCC(=C(C1=CC=CC=C1)C2=CC=C(C=C2)OCCN(C)C)C3=CC=CC=C3.C(C(=O)O)C(CC(=O)O)(C(=O)O)O. Drug 2: COCCOC1=C(C=C2C(=C1)C(=NC=N2)NC3=CC=CC(=C3)C#C)OCCOC.Cl. Cell line: OVCAR-8. Synergy scores: CSS=5.64, Synergy_ZIP=-3.05, Synergy_Bliss=-3.81, Synergy_Loewe=-2.79, Synergy_HSA=-2.74.